From a dataset of TCR-epitope binding with 47,182 pairs between 192 epitopes and 23,139 TCRs. Binary Classification. Given a T-cell receptor sequence (or CDR3 region) and an epitope sequence, predict whether binding occurs between them. (1) The epitope is YVFCTVNAL. The TCR CDR3 sequence is CSARHLSGIEQFF. Result: 0 (the TCR does not bind to the epitope). (2) The epitope is ISPRTLNAW. The TCR CDR3 sequence is CSALQLGGAGANEQFF. Result: 1 (the TCR binds to the epitope).